This data is from NCI-60 drug combinations with 297,098 pairs across 59 cell lines. The task is: Regression. Given two drug SMILES strings and cell line genomic features, predict the synergy score measuring deviation from expected non-interaction effect. Drug 1: CS(=O)(=O)CCNCC1=CC=C(O1)C2=CC3=C(C=C2)N=CN=C3NC4=CC(=C(C=C4)OCC5=CC(=CC=C5)F)Cl. Drug 2: C1=CN(C=N1)CC(O)(P(=O)(O)O)P(=O)(O)O. Cell line: OVCAR-8. Synergy scores: CSS=4.60, Synergy_ZIP=-2.08, Synergy_Bliss=-1.90, Synergy_Loewe=-1.63, Synergy_HSA=-1.83.